From a dataset of Full USPTO retrosynthesis dataset with 1.9M reactions from patents (1976-2016). Predict the reactants needed to synthesize the given product. (1) The reactants are: [CH2:1]([C:8]1([N:18]([CH3:20])[CH3:19])[CH2:13][CH2:12][CH:11]([NH:14][CH2:15][CH2:16][CH3:17])[CH2:10][CH2:9]1)[C:2]1[CH:7]=[CH:6][CH:5]=[CH:4][CH:3]=1.C(N(CC)CC)C.[C:28]([Cl:36])(=[O:35])[C:29]1[CH:34]=[CH:33][CH:32]=[CH:31][CH:30]=1.[OH-].[K+]. Given the product [ClH:36].[CH2:1]([C:8]1([N:18]([CH3:20])[CH3:19])[CH2:13][CH2:12][CH:11]([N:14]([CH2:15][CH2:16][CH3:17])[C:28](=[O:35])[C:29]2[CH:34]=[CH:33][CH:32]=[CH:31][CH:30]=2)[CH2:10][CH2:9]1)[C:2]1[CH:7]=[CH:6][CH:5]=[CH:4][CH:3]=1, predict the reactants needed to synthesize it. (2) Given the product [C:23]1([C:11]2[NH:10][C:18]3[C:13]([CH:12]=2)=[C:14]([O:21][CH3:22])[C:15]([O:19][CH3:20])=[CH:16][CH:17]=3)[CH2:27][CH2:26][CH2:25][CH:24]=1, predict the reactants needed to synthesize it. The reactants are: C1(S([N:10]2[C:18]3[C:13](=[C:14]([O:21][CH3:22])[C:15]([O:19][CH3:20])=[CH:16][CH:17]=3)[CH:12]=[C:11]2[C:23]2[CH2:27][CH2:26][CH2:25][CH:24]=2)(=O)=O)C=CC=CC=1.[OH-].[Na+]. (3) Given the product [C:22]([Si:19]([O:18][CH2:17][CH2:16][CH2:15][O:8][C:6]1[CH:7]=[C:2]([F:1])[C:3]([N+:11]([O-:13])=[O:12])=[CH:4][C:5]=1[O:9][CH3:10])([CH3:20])[CH3:21])([CH3:24])([CH3:25])[CH3:23], predict the reactants needed to synthesize it. The reactants are: [F:1][C:2]1[C:3]([N+:11]([O-:13])=[O:12])=[CH:4][C:5]([O:9][CH3:10])=[C:6]([OH:8])[CH:7]=1.Br[CH2:15][CH2:16][CH2:17][O:18][Si:19]([C:22]([CH3:25])([CH3:24])[CH3:23])([CH3:21])[CH3:20].C(=O)([O-])[O-].[K+].[K+].[Cl-].[NH4+]. (4) Given the product [CH3:9][C:10]1[CH:18]=[C:17]2[C:13]([C:14]([CH2:25][C:26]3[N:31]=[C:30]([C:32](=[N:3][OH:2])[NH2:33])[CH:29]=[CH:28][CH:27]=3)=[C:15]([C:19]3[CH:24]=[CH:23][CH:22]=[CH:21][CH:20]=3)[NH:16]2)=[CH:12][CH:11]=1, predict the reactants needed to synthesize it. The reactants are: [Cl-].[OH:2][NH3+:3].C(=O)([O-])O.[Na+].[CH3:9][C:10]1[CH:18]=[C:17]2[C:13]([C:14]([CH2:25][C:26]3[N:31]=[C:30]([C:32]#[N:33])[CH:29]=[CH:28][CH:27]=3)=[C:15]([C:19]3[CH:24]=[CH:23][CH:22]=[CH:21][CH:20]=3)[NH:16]2)=[CH:12][CH:11]=1.